From a dataset of Forward reaction prediction with 1.9M reactions from USPTO patents (1976-2016). Predict the product of the given reaction. (1) Given the reactants Br[C:2]1[CH:11]=[CH:10][C:5]([C:6]([O:8]C)=[O:7])=[C:4]([F:12])[CH:3]=1.[CH3:13][C@H:14]1[CH2:19][NH:18][CH2:17][CH2:16][N:15]1[C:20]([O:22][C:23]([CH3:26])([CH3:25])[CH3:24])=[O:21], predict the reaction product. The product is: [C:23]([O:22][C:20]([N:15]1[CH2:16][CH2:17][N:18]([C:2]2[CH:11]=[CH:10][C:5]([C:6]([OH:8])=[O:7])=[C:4]([F:12])[CH:3]=2)[CH2:19][C@@H:14]1[CH3:13])=[O:21])([CH3:26])([CH3:24])[CH3:25]. (2) The product is: [CH2:1]([C:3]1[C:4]([OH:27])=[C:5]([C:23]([OH:25])=[O:24])[C:6](=[O:22])[NH:7][C:8]=1[C:9]1[CH:17]=[CH:16][C:15]2[N:14]3[CH2:18][CH2:19][CH:20]([N:28]4[CH2:32][CH2:31][CH2:30][CH2:29]4)[C:13]3=[CH:12][C:11]=2[CH:10]=1)[CH3:2]. Given the reactants [CH2:1]([C:3]1[C:4]([OH:27])=[C:5]([C:23]([O:25]C)=[O:24])[C:6](=[O:22])[NH:7][C:8]=1[C:9]1[CH:17]=[CH:16][C:15]2[N:14]3[CH2:18][CH2:19][C:20](=O)[C:13]3=[CH:12][C:11]=2[CH:10]=1)[CH3:2].[NH:28]1[CH2:32][CH2:31][CH2:30][CH2:29]1.[BH-](OC(C)=O)(OC(C)=O)OC(C)=O.[Na+].[Li+].[I-].Cl, predict the reaction product. (3) The product is: [O:48]([CH2:47][CH2:46][S:45][CH2:44][C:39]1[CH:40]=[CH:41][CH:42]=[CH:43][C:38]=1[C:33]1[C:32]([C:30]([OH:31])=[O:29])=[CH:37][CH:36]=[CH:35][CH:34]=1)[C:49]1[CH:50]=[CH:51][CH:52]=[CH:53][CH:54]=1. Given the reactants O(CCSCC1C=CC(C2C=CC=C(C(O)=O)C=2)=CC=1)C1C=CC=CC=1.C([O:29][C:30]([C:32]1[C:33]([C:38]2[CH:43]=[CH:42][CH:41]=[CH:40][C:39]=2[CH2:44][S:45][CH2:46][CH2:47][O:48][C:49]2[CH:54]=[CH:53][CH:52]=[CH:51][CH:50]=2)=[CH:34][CH:35]=[CH:36][CH:37]=1)=[O:31])C.[OH-].[Li+], predict the reaction product. (4) Given the reactants [O:1]1[CH:5]=[CH:4][CH:3]=[C:2]1/[CH:6]=[C:7]1\[CH2:8][N:9](C(C2C=CC=CC=2)(C2C=CC=CC=2)C2C=CC=CC=2)[CH2:10][CH2:11][CH:12]\1[OH:13].[C:33]([OH:36])(=[O:35])[CH3:34], predict the reaction product. The product is: [C:33]([OH:36])(=[O:35])[CH3:34].[O:1]1[CH:5]=[CH:4][CH:3]=[C:2]1/[CH:6]=[C:7]1\[CH2:8][NH:9][CH2:10][CH2:11][CH:12]\1[OH:13]. (5) Given the reactants [C:1]([O:14][CH2:15][C:16]1[CH:21]=[CH:20][CH:19]=[CH:18][CH:17]=1)(=[O:13])[CH2:2][C:3]([O:5][CH2:6][C:7]1[CH:12]=[CH:11][CH:10]=[CH:9][CH:8]=1)=[O:4].[H-].[Na+].[CH2:24](Br)[C:25]#C, predict the reaction product. The product is: [C:24]([CH:2]([C:1]([O:14][CH2:15][C:16]1[CH:17]=[CH:18][CH:19]=[CH:20][CH:21]=1)=[O:13])[C:3]([O:5][CH2:6][C:7]1[CH:12]=[CH:11][CH:10]=[CH:9][CH:8]=1)=[O:4])#[CH:25]. (6) Given the reactants [CH:1]1([CH2:5][C:6]2[N:7]=[C:8]([C:11]([NH:13][NH:14][C:15](=[O:24])[CH2:16][C:17]([CH3:23])([CH3:22])[C:18]([O:20][CH3:21])=[O:19])=O)[S:9][CH:10]=2)[CH2:4]C[CH2:2]1.[CH3:25][O:26]C(C)(C)CC1N=C(C(OCC)=O)SC=1, predict the reaction product. The product is: [CH3:25][O:26][C:1]([CH3:2])([CH3:4])[CH2:5][C:6]1[N:7]=[C:8]([C:11]2[O:24][C:15]([CH2:16][C:17]([CH3:22])([CH3:23])[C:18]([O:20][CH3:21])=[O:19])=[N:14][N:13]=2)[S:9][CH:10]=1. (7) Given the reactants [CH2:1](Br)[C:2]1[CH:7]=[CH:6][CH:5]=[CH:4][CH:3]=1.[NH2:9][C:10]1[CH:18]=[CH:17][C:13]([C:14]([OH:16])=[O:15])=[CH:12][N:11]=1.C(=O)([O-])[O-].[K+].[K+], predict the reaction product. The product is: [CH2:1]([O:16][C:14](=[O:15])[C:13]1[CH:17]=[CH:18][C:10]([NH2:9])=[N:11][CH:12]=1)[C:2]1[CH:7]=[CH:6][CH:5]=[CH:4][CH:3]=1. (8) Given the reactants Cl.Cl.[CH2:3]([N:10]1[CH2:15][CH2:14][CH:13]([N:16]2[CH2:21][CH2:20][CH2:19][CH:18]([C:22](O)=[O:23])[CH2:17]2)[CH2:12][CH2:11]1)[C:4]1[CH:9]=[CH:8][CH:7]=[CH:6][CH:5]=1.[NH:25]1[CH2:29][CH2:28][CH2:27][CH2:26]1, predict the reaction product. The product is: [CH2:3]([N:10]1[CH2:15][CH2:14][CH:13]([N:16]2[CH2:21][CH2:20][CH2:19][CH:18]([C:22]([N:25]3[CH2:29][CH2:28][CH2:27][CH2:26]3)=[O:23])[CH2:17]2)[CH2:12][CH2:11]1)[C:4]1[CH:9]=[CH:8][CH:7]=[CH:6][CH:5]=1. (9) Given the reactants [CH3:1][C:2]1[CH:3]=[C:4]([CH:18]=[CH:19][C:20]=1[CH3:21])[C:5]([C:7]1[C:16](=[O:17])[C:15]2[C:10](=[CH:11][CH:12]=[CH:13][CH:14]=2)[NH:9][CH:8]=1)=[O:6].[H-].[Na+].Br[CH2:25][C:26]1[CH:31]=[CH:30][CH:29]=[C:28]([O:32][CH3:33])[N:27]=1, predict the reaction product. The product is: [CH3:1][C:2]1[CH:3]=[C:4]([CH:18]=[CH:19][C:20]=1[CH3:21])[C:5]([C:7]1[C:16](=[O:17])[C:15]2[C:10](=[CH:11][CH:12]=[CH:13][CH:14]=2)[N:9]([CH2:25][C:26]2[CH:31]=[CH:30][CH:29]=[C:28]([O:32][CH3:33])[N:27]=2)[CH:8]=1)=[O:6]. (10) Given the reactants [Cl:1][C:2]1[CH:7]=[C:6]([Cl:8])[CH:5]=[C:4]([Cl:9])[C:3]=1[N:10]1[C:14]2=[N:15][C:16]([CH2:20][C:21]3[CH:26]=[CH:25][C:24]([NH2:27])=[CH:23][CH:22]=3)=[N:17][C:18](=[O:19])[C:13]2=[C:12]([CH:28]([CH3:30])[CH3:29])[NH:11]1.C(N(CC)CC)C.[Cl:38][CH2:39][C:40](Cl)=[O:41], predict the reaction product. The product is: [Cl:1][C:2]1[CH:7]=[C:6]([Cl:8])[CH:5]=[C:4]([Cl:9])[C:3]=1[N:10]1[C:14]2=[N:15][C:16]([CH2:20][C:21]3[CH:26]=[CH:25][C:24]([NH:27][C:40](=[O:41])[CH2:39][Cl:38])=[CH:23][CH:22]=3)=[N:17][C:18](=[O:19])[C:13]2=[C:12]([CH:28]([CH3:30])[CH3:29])[NH:11]1.